Dataset: Peptide-MHC class I binding affinity with 185,985 pairs from IEDB/IMGT. Task: Regression. Given a peptide amino acid sequence and an MHC pseudo amino acid sequence, predict their binding affinity value. This is MHC class I binding data. (1) The peptide sequence is TEFFMSRKL. The MHC is HLA-B46:01 with pseudo-sequence HLA-B46:01. The binding affinity (normalized) is 0.0847. (2) The peptide sequence is TPEGIIPTL. The MHC is HLA-A30:01 with pseudo-sequence HLA-A30:01. The binding affinity (normalized) is 0.